From a dataset of Forward reaction prediction with 1.9M reactions from USPTO patents (1976-2016). Predict the product of the given reaction. (1) Given the reactants [CH3:1][N:2]1[C:11]2[C:6](=[CH:7][CH:8]=[CH:9][CH:10]=2)[CH:5]=[C:4]([C:12](O)=[O:13])[C:3]1=[O:15].C(Cl)(=O)C([Cl:19])=O.CN(C)C=O, predict the reaction product. The product is: [CH3:1][N:2]1[C:11]2[C:6](=[CH:7][CH:8]=[CH:9][CH:10]=2)[CH:5]=[C:4]([C:12]([Cl:19])=[O:13])[C:3]1=[O:15]. (2) The product is: [C:11]([C:3]1[C:4]2[CH2:10][CH2:9][CH2:8][CH2:7][C:5]=2[S:6][C:2]=1[NH:1][C:20](=[O:26])[CH2:21][CH2:22][C:23]([OH:25])=[O:24])(=[O:12])[NH2:13]. Given the reactants [NH2:1][C:2]1[S:6][C:5]2[CH2:7][CH2:8][CH2:9][CH2:10][C:4]=2[C:3]=1[C:11]([NH2:13])=[O:12].O1CCOCC1.[C:20]1(=[O:26])[O:25][C:23](=[O:24])[CH2:22][CH2:21]1, predict the reaction product. (3) The product is: [NH2:1][C:2]1[N:6]([CH:7]2[CH2:12][CH2:11][CH2:10][N:9]([C:13]#[N:14])[CH2:8]2)[N:5]=[C:4]([C:15]2[CH:20]=[CH:19][C:18]([CH2:21][C:22]3[CH:23]=[CH:24][CH:25]=[C:26]([F:32])[CH:27]=3)=[CH:17][CH:16]=2)[C:3]=1[C:28]([NH2:30])=[O:29]. Given the reactants [NH2:1][C:2]1[N:6]([CH:7]2[CH2:12][CH2:11][CH2:10][N:9]([C:13]#[N:14])[CH2:8]2)[N:5]=[C:4]([C:15]2[CH:20]=[CH:19][C:18]([CH2:21][C:22]3[CH:27]=[CH:26][CH:25]=[CH:24][CH:23]=3)=[CH:17][CH:16]=2)[C:3]=1[C:28]([NH2:30])=[O:29].[Cl-].[F:32]C1C=C(C=CC=1)C[Zn+], predict the reaction product. (4) The product is: [CH2:14]([O:23][C:24]1[CH:29]=[CH:28][N:27]=[C:26]([CH2:30][S:1][C:2]2[NH:6][C:5]3[CH:7]=[CH:8][CH:9]=[CH:10][C:4]=3[N:3]=2)[C:25]=1[CH3:32])[CH2:15][CH2:16][CH2:17][CH2:18][CH2:19][CH2:20][CH2:21][CH3:22]. Given the reactants [SH:1][C:2]1[NH:3][C:4]2[CH:10]=[CH:9][CH:8]=[CH:7][C:5]=2[N:6]=1.C[O-].[Na+].[CH2:14]([O:23][C:24]1[CH:29]=[CH:28][N:27]=[C:26]([CH2:30]Cl)[C:25]=1[CH3:32])[CH2:15][CH2:16][CH2:17][CH2:18][CH2:19][CH2:20][CH2:21][CH3:22], predict the reaction product. (5) Given the reactants [OH:1][C@H:2]([CH3:47])[C@H:3]([NH:16][C:17]([C:19]1[NH:20][C:21]([C:24]2[CH:29]=[C:28]([O:30][C:31]3[CH:32]=[N:33][C:34]([S:37]([CH3:40])(=[O:39])=[O:38])=[CH:35][CH:36]=3)[CH:27]=[C:26]([O:41][C@@H:42]([CH3:46])[CH2:43][O:44][CH3:45])[CH:25]=2)=[CH:22][CH:23]=1)=O)[CH2:4][O:5][Si:6]([CH:13]([CH3:15])[CH3:14])([CH:10]([CH3:12])[CH3:11])[CH:7]([CH3:9])[CH3:8].CS(O)(=O)=O.C(N(CC)CC)C.C(=O)([O-])O.[Na+], predict the reaction product. The product is: [CH3:45][O:44][CH2:43][C@H:42]([CH3:46])[O:41][C:26]1[CH:27]=[C:28]([CH:29]=[C:24]([C:21]2[NH:20][C:19]([C:17]3[O:1][C@@H:2]([CH3:47])[C@@H:3]([CH2:4][O:5][Si:6]([CH:10]([CH3:12])[CH3:11])([CH:7]([CH3:8])[CH3:9])[CH:13]([CH3:14])[CH3:15])[N:16]=3)=[CH:23][CH:22]=2)[CH:25]=1)[O:30][C:31]1[CH:36]=[CH:35][C:34]([S:37]([CH3:40])(=[O:38])=[O:39])=[N:33][CH:32]=1. (6) Given the reactants [N:1]1([CH2:10][C:11]([OH:13])=O)[C:9]2[CH:8]=[CH:7][N:6]=[CH:5][C:4]=2[CH:3]=[CH:2]1.FC(F)(F)C(O)=O.[CH3:21][O:22][C:23](=[O:39])[C@@H:24]([NH:28][C:29]([O:31][CH2:32][C:33]1[CH:38]=[CH:37][CH:36]=[CH:35][CH:34]=1)=[O:30])[CH2:25][CH2:26][NH2:27].CN1CCOCC1.O.ON1C2C=CC=CC=2N=N1, predict the reaction product. The product is: [CH3:21][O:22][C:23](=[O:39])[C@@H:24]([NH:28][C:29]([O:31][CH2:32][C:33]1[CH:34]=[CH:35][CH:36]=[CH:37][CH:38]=1)=[O:30])[CH2:25][CH2:26][NH:27][C:11](=[O:13])[CH2:10][N:1]1[C:9]2[CH:8]=[CH:7][N:6]=[CH:5][C:4]=2[CH:3]=[CH:2]1.